From a dataset of Reaction yield outcomes from USPTO patents with 853,638 reactions. Predict the reaction yield, written as a fraction of the theoretical maximum amount of product (1.0 means a 100% yield; for example, 0.34 means a 34% yield). The yield is 0.870. The catalyst is C(Cl)(Cl)Cl. The reactants are [NH2:1][C:2]1[NH:3][C:4](=O)[C:5]2[S:10][C:9](=[O:11])[N:8]([C@@H:12]3[O:24][C@H:23]([CH2:25][O:26][C:27](=[O:29])[CH3:28])[C@@H:18]([O:19][C:20](=[O:22])[CH3:21])[C@H:13]3[O:14][C:15](=[O:17])[CH3:16])[C:6]=2[N:7]=1.C(N(CC)CC)C.O=P(Cl)(Cl)[Cl:40].C([O-])(O)=O.[Na+]. The product is [NH2:1][C:2]1[N:3]=[C:4]([Cl:40])[C:5]2[S:10][C:9](=[O:11])[N:8]([C@@H:12]3[O:24][C@H:23]([CH2:25][O:26][C:27](=[O:29])[CH3:28])[C@@H:18]([O:19][C:20](=[O:22])[CH3:21])[C@H:13]3[O:14][C:15](=[O:17])[CH3:16])[C:6]=2[N:7]=1.